This data is from Full USPTO retrosynthesis dataset with 1.9M reactions from patents (1976-2016). The task is: Predict the reactants needed to synthesize the given product. (1) Given the product [C:33]([OH:40])(=[O:39])/[CH:34]=[CH:35]\[C:36]([OH:38])=[O:37].[F:1][C:2]1[CH:3]=[C:4]([C@H:8]([NH:10][C:11]2[CH:12]=[CH:13][C:14]3[N:15]([C:17]([C:20]4[CH:25]=[CH:24][C:23]([O:26][CH2:27][C@@H:28]5[CH2:32][CH2:31][CH2:30][NH:29]5)=[CH:22][CH:21]=4)=[CH:18][N:19]=3)[N:16]=2)[CH3:9])[CH:5]=[CH:6][CH:7]=1, predict the reactants needed to synthesize it. The reactants are: [F:1][C:2]1[CH:3]=[C:4]([C@H:8]([NH:10][C:11]2[CH:12]=[CH:13][C:14]3[N:15]([C:17]([C:20]4[CH:25]=[CH:24][C:23]([O:26][CH2:27][C@@H:28]5[CH2:32][CH2:31][CH2:30][NH:29]5)=[CH:22][CH:21]=4)=[CH:18][N:19]=3)[N:16]=2)[CH3:9])[CH:5]=[CH:6][CH:7]=1.[C:33]([OH:40])(=[O:39])/[CH:34]=[CH:35]\[C:36]([OH:38])=[O:37]. (2) The reactants are: [CH3:1][C:2]([CH3:17])([O:5][C:6]1[CH:13]=[C:12]([N+:14]([O-:16])=[O:15])[CH:11]=[CH:10][C:7]=1[C:8]#[N:9])[C:3]#[CH:4]. Given the product [CH3:1][C:2]1([CH3:17])[CH:3]=[CH:4][C:13]2[C:6](=[C:7]([C:8]#[N:9])[CH:10]=[CH:11][C:12]=2[N+:14]([O-:16])=[O:15])[O:5]1, predict the reactants needed to synthesize it. (3) Given the product [NH2:5][C@@H:6]([C:16]1[NH:20][C:19]2[CH:21]=[C:22]([C:25]#[N:26])[CH:23]=[CH:24][C:18]=2[N:17]=1)[CH2:7][C:8]1[CH:13]=[CH:12][C:11]([O:14][CH3:15])=[CH:10][CH:9]=1, predict the reactants needed to synthesize it. The reactants are: N#N.Cl.Cl.[NH2:5][C@@H:6]([C:16]1[NH:20][C:19]2[CH:21]=[C:22]([C:25]#[N:26])[CH:23]=[CH:24][C:18]=2[N:17]=1)[CH2:7][C:8]1[CH:13]=[CH:12][C:11]([O:14][CH3:15])=[CH:10][CH:9]=1.[OH-].[Na+]. (4) Given the product [CH3:1][C:2]1[CH:3]=[CH:4][C:5]([N:11]2[N:15]=[CH:14][CH:13]=[N:12]2)=[C:6]([CH:10]=1)[C:7]([N:21]1[CH2:22][CH2:23][CH2:24][C@H:20]1[C:19]([O:18][CH3:17])=[O:25])=[O:9], predict the reactants needed to synthesize it. The reactants are: [CH3:1][C:2]1[CH:3]=[CH:4][C:5]([N:11]2[N:15]=[CH:14][CH:13]=[N:12]2)=[C:6]([CH:10]=1)[C:7]([OH:9])=O.Cl.[CH3:17][O:18][C:19](=[O:25])[C@@H:20]1[CH2:24][CH2:23][CH2:22][NH:21]1.CCN(C(C)C)C(C)C.CN(C(ON1N=NC2C=CC=NC1=2)=[N+](C)C)C.F[P-](F)(F)(F)(F)F. (5) Given the product [NH2:7][CH2:8][CH2:9][CH2:10][N:11]([CH2:16][C:17]1[CH:22]=[CH:21][CH:20]=[C:19]([C:23]2[CH:28]=[CH:27][N:26]=[C:25]([NH:39][CH2:38][CH2:37][C:34]3[CH:35]=[CH:36][N:31]=[CH:32][CH:33]=3)[N:24]=2)[CH:18]=1)[S:12]([CH3:15])(=[O:13])=[O:14], predict the reactants needed to synthesize it. The reactants are: C(OC(=O)[NH:7][CH2:8][CH2:9][CH2:10][N:11]([CH2:16][C:17]1[CH:22]=[CH:21][CH:20]=[C:19]([C:23]2[CH:28]=[CH:27][N:26]=[C:25](Cl)[N:24]=2)[CH:18]=1)[S:12]([CH3:15])(=[O:14])=[O:13])(C)(C)C.[N:31]1[CH:36]=[CH:35][C:34]([CH2:37][CH2:38][NH2:39])=[CH:33][CH:32]=1.